Dataset: Forward reaction prediction with 1.9M reactions from USPTO patents (1976-2016). Task: Predict the product of the given reaction. (1) Given the reactants [I:1]N1C(=O)CCC1=O.O.C1(C)C=CC(S(O)(=O)=O)=CC=1.[CH3:21][O:22][C:23](=[O:45])[C:24]1[C:29]([NH:30][C:31]2[CH:36]=[CH:35][CH:34]=[CH:33][C:32]=2[F:37])=[CH:28][N:27]=[CH:26][C:25]=1[C:38]1[CH:43]=[CH:42][CH:41]=[CH:40][C:39]=1[F:44], predict the reaction product. The product is: [CH3:21][O:22][C:23](=[O:45])[C:24]1[C:29]([NH:30][C:31]2[CH:36]=[CH:35][C:34]([I:1])=[CH:33][C:32]=2[F:37])=[CH:28][N:27]=[CH:26][C:25]=1[C:38]1[CH:43]=[CH:42][CH:41]=[CH:40][C:39]=1[F:44]. (2) Given the reactants [NH2:1][C:2]1[CH:3]=[C:4]([C:8]([OH:19])([C:13]2[CH:18]=[CH:17][CH:16]=[CH:15][CH:14]=2)[C:9]([O:11][CH3:12])=[O:10])[CH:5]=[CH:6][CH:7]=1.[C:20](Cl)(=[O:26])[O:21][C:22](Cl)(Cl)Cl.[CH2:28]([O:35][C:36]1[CH:37]=[CH:38][C:39]([C@@H:47]([O:63][Si:64]([C:67]([CH3:70])([CH3:69])[CH3:68])([CH3:66])[CH3:65])[CH2:48][N:49]([CH2:57][CH2:58][CH2:59][CH2:60]CO)[C:50](=[O:56])[O:51][C:52]([CH3:55])([CH3:54])[CH3:53])=[C:40]2[C:45]=1[NH:44][C:43](=[O:46])[CH:42]=[CH:41]2)[C:29]1[CH:34]=[CH:33][CH:32]=[CH:31][CH:30]=1, predict the reaction product. The product is: [CH2:28]([O:35][C:36]1[CH:37]=[CH:38][C:39]([C@@H:47]([O:63][Si:64]([CH3:66])([CH3:65])[C:67]([CH3:70])([CH3:69])[CH3:68])[CH2:48][N:49]([C:50]([O:51][C:52]([CH3:53])([CH3:54])[CH3:55])=[O:56])[CH2:57][CH2:58][CH2:59][CH2:60][CH2:22][O:21][C:20]([NH:1][C:2]2[CH:3]=[C:4]([C:8]([OH:19])([C:13]3[CH:14]=[CH:15][CH:16]=[CH:17][CH:18]=3)[C:9]([O:11][CH3:12])=[O:10])[CH:5]=[CH:6][CH:7]=2)=[O:26])=[C:40]2[C:45]=1[NH:44][C:43](=[O:46])[CH:42]=[CH:41]2)[C:29]1[CH:34]=[CH:33][CH:32]=[CH:31][CH:30]=1. (3) Given the reactants [O:1]=[C:2]1[C@H:13]([CH2:14][C:15]([O:17]C(C)(C)C)=O)[CH2:12][CH:11]=[CH:10][CH2:9][CH2:8][C:7](=[O:22])[O:6][C@H:5]([C:23]2[CH:28]=[CH:27][CH:26]=[CH:25][CH:24]=2)[CH2:4][NH:3]1.C([SiH](CC)CC)C.FC(F)(F)C(O)=O.[CH2:43]([NH:45][CH2:46][CH3:47])[CH3:44].CCN(C(C)C)C(C)C, predict the reaction product. The product is: [O:1]=[C:2]1[C@H:13]([CH2:14][C:15]([N:45]([CH2:46][CH3:47])[CH2:43][CH3:44])=[O:17])[CH2:12][CH:11]=[CH:10][CH2:9][CH2:8][C:7](=[O:22])[O:6][C@H:5]([C:23]2[CH:24]=[CH:25][CH:26]=[CH:27][CH:28]=2)[CH2:4][NH:3]1. (4) Given the reactants C([O:3][C:4]([C:6]1[N:14]([CH2:15][C:16]2[CH:21]=[CH:20][CH:19]=[CH:18][C:17]=2[F:22])[C:13]2[C:8](=[N:9][C:10]([CH3:23])=[CH:11][CH:12]=2)[C:7]=1[C:24]1[C:25]([O:30][CH3:31])=[N:26][CH:27]=[CH:28][CH:29]=1)=[O:5])C.[OH-].[Li+].Cl, predict the reaction product. The product is: [F:22][C:17]1[CH:18]=[CH:19][CH:20]=[CH:21][C:16]=1[CH2:15][N:14]1[C:13]2[C:8](=[N:9][C:10]([CH3:23])=[CH:11][CH:12]=2)[C:7]([C:24]2[C:25]([O:30][CH3:31])=[N:26][CH:27]=[CH:28][CH:29]=2)=[C:6]1[C:4]([OH:5])=[O:3]. (5) Given the reactants Br[C:2]1[CH:7]=[CH:6][N:5]=[C:4]([CH:8]2[CH2:10][CH2:9]2)[C:3]=1[C:11]1[C:19]2[NH:18][C:17](=[O:20])[NH:16][C:15]=2[CH:14]=[C:13]([C:21]2[C:22]([CH3:27])=[N:23][O:24][C:25]=2[CH3:26])[CH:12]=1.[CH:28]1(B(O)O)[CH2:30][CH2:29]1.[O-]P([O-])([O-])=O.[K+].[K+].[K+], predict the reaction product. The product is: [CH:8]1([C:4]2[C:3]([C:11]3[C:19]4[NH:18][C:17](=[O:20])[NH:16][C:15]=4[CH:14]=[C:13]([C:21]4[C:22]([CH3:27])=[N:23][O:24][C:25]=4[CH3:26])[CH:12]=3)=[C:2]([CH:28]3[CH2:30][CH2:29]3)[CH:7]=[CH:6][N:5]=2)[CH2:10][CH2:9]1.